Dataset: Full USPTO retrosynthesis dataset with 1.9M reactions from patents (1976-2016). Task: Predict the reactants needed to synthesize the given product. (1) Given the product [CH2:42]([O:59][C:58]([NH:81][CH:67]1[CH2:68][CH2:69][N:64]([C:2]2[CH:3]=[C:4]([CH:9]=[CH:10][CH:11]=2)[C:5]([O:7][CH3:8])=[O:6])[CH2:65][CH2:66]1)=[O:61])[C:41]1[CH:36]=[CH:37][CH:38]=[CH:39][CH:40]=1, predict the reactants needed to synthesize it. The reactants are: Br[C:2]1[CH:3]=[C:4]([CH:9]=[CH:10][CH:11]=1)[C:5]([O:7][CH3:8])=[O:6].C1C=CC(P([C:38]2[C:39](C3C(P(C4C=CC=CC=4)C4C=CC=CC=4)=C[CH:42]=[C:41]4[C:36]=3[CH:37]=[CH:38][CH:39]=[CH:40]4)=[C:40]3[C:41]([CH:42]=CC=C3)=[CH:36][CH:37]=2)C2C=CC=CC=2)=CC=1.[C:58](=[O:61])([O-])[O-:59].[Cs+].[Cs+].[NH:64]1[CH2:69][CH2:68][CH:67](C(OCC2C=CC=CC=2)=O)[CH2:66][CH2:65]1.C[N:81](C)C=O. (2) Given the product [Cl:1][C:2]1[CH:3]=[CH:4][C:5]2[N:6]([N:8]=[C:9]([N:11]([C:12]3[CH:17]=[CH:16][C:15]([S:18]([CH3:21])(=[O:19])=[O:20])=[CH:14][C:13]=3[O:22][CH3:23])[C:35](=[O:36])[CH2:34][N:33]([CH3:45])[C:31](=[O:32])[O:30][C:26]([CH3:28])([CH3:29])[CH3:27])[N:10]=2)[CH:7]=1, predict the reactants needed to synthesize it. The reactants are: [Cl:1][C:2]1[CH:3]=[CH:4][C:5]2[N:6]([N:8]=[C:9]([NH:11][C:12]3[CH:17]=[CH:16][C:15]([S:18]([CH3:21])(=[O:20])=[O:19])=[CH:14][C:13]=3[O:22][CH3:23])[N:10]=2)[CH:7]=1.[H-].[Na+].[C:26]([O:30][C:31]([N:33]([CH3:45])[CH2:34][C:35](ON1C(=O)CCC1=O)=[O:36])=[O:32])([CH3:29])([CH3:28])[CH3:27].[Cl-]. (3) Given the product [N:16]1[C:8]([NH:7][C:6](=[O:17])[O:5][C:1]([CH3:3])([CH3:2])[CH3:4])=[N:9][N:10]2[CH2:15][CH2:14][NH:13][CH2:12][C:11]=12, predict the reactants needed to synthesize it. The reactants are: [C:1]([O:5][C:6](=[O:17])[NH:7][C:8]1[N:16]=[C:11]2[CH:12]=[N:13][CH:14]=[CH:15][N:10]2[N:9]=1)([CH3:4])([CH3:3])[CH3:2]. (4) The reactants are: [NH2:1][CH2:2][CH2:3][OH:4].Cl[C:6]1[C:15]([N+:16]([O-:18])=[O:17])=[CH:14][CH:13]=[CH:12][C:7]=1[C:8]([O:10][CH3:11])=[O:9]. Given the product [OH:4][CH2:3][CH2:2][NH:1][C:6]1[C:15]([N+:16]([O-:18])=[O:17])=[CH:14][CH:13]=[CH:12][C:7]=1[C:8]([O:10][CH3:11])=[O:9], predict the reactants needed to synthesize it. (5) Given the product [CH3:12][C:10](=[CH2:11])[C:9]([O:8][CH2:7][CH2:6][CH2:5][CH2:4][CH2:3][CH2:2][O:14][C:15]1[CH:16]=[C:17]2[C:22](=[CH:23][CH:24]=1)[CH:21]=[C:20]([CH:25]=[O:26])[CH:19]=[CH:18]2)=[O:13], predict the reactants needed to synthesize it. The reactants are: Cl[CH2:2][CH2:3][CH2:4][CH2:5][CH2:6][CH2:7][O:8][C:9](=[O:13])[C:10]([CH3:12])=[CH2:11].[OH:14][C:15]1[CH:16]=[C:17]2[C:22](=[CH:23][CH:24]=1)[CH:21]=[C:20]([CH:25]=[O:26])[CH:19]=[CH:18]2.C(=O)([O-])[O-].[K+].[K+].Cl.